Dataset: Full USPTO retrosynthesis dataset with 1.9M reactions from patents (1976-2016). Task: Predict the reactants needed to synthesize the given product. (1) Given the product [NH2:24][C:9]1[C:8]2[N:25]=[C:5]([CH2:4][O:3][CH2:1][CH3:2])[N:6]([CH2:26][CH2:27][CH3:28])[C:7]=2[C:16]2[CH:15]=[CH:14][C:13]([O:17][CH:18]3[CH2:19][CH2:20][N:21]([C:33]([NH:32][CH:29]([CH3:31])[CH3:30])=[O:34])[CH2:22][CH2:23]3)=[CH:12][C:11]=2[N:10]=1, predict the reactants needed to synthesize it. The reactants are: [CH2:1]([O:3][CH2:4][C:5]1[N:6]([CH2:26][CH2:27][CH3:28])[C:7]2[C:16]3[CH:15]=[CH:14][C:13]([O:17][CH:18]4[CH2:23][CH2:22][NH:21][CH2:20][CH2:19]4)=[CH:12][C:11]=3[N:10]=[C:9]([NH2:24])[C:8]=2[N:25]=1)[CH3:2].[CH:29]([N:32]=[C:33]=[O:34])([CH3:31])[CH3:30]. (2) The reactants are: Cl[C:2]1[N:7]=[N:6][CH:5]=[C:4]([N:8]2[CH:12]=[CH:11][C:10]([N:13]3[CH2:18][CH2:17][O:16][C@H:15]([C@:19]([OH:28])([CH3:27])[C:20]([O:22][C:23]([CH3:26])([CH3:25])[CH3:24])=[O:21])[C:14]3=[O:29])=[N:9]2)[CH:3]=1.[CH3:30][N:31](C=O)C. Given the product [C:30]([C:2]1[N:7]=[N:6][CH:5]=[C:4]([N:8]2[CH:12]=[CH:11][C:10]([N:13]3[CH2:18][CH2:17][O:16][C@H:15]([C@:19]([OH:28])([CH3:27])[C:20]([O:22][C:23]([CH3:26])([CH3:25])[CH3:24])=[O:21])[C:14]3=[O:29])=[N:9]2)[CH:3]=1)#[N:31], predict the reactants needed to synthesize it. (3) The reactants are: [CH3:1][NH:2][C:3]1[C:8]2=[CH:9][N:10]=[C:11]([CH3:12])[N:7]2[N:6]=[CH:5][N:4]=1.[CH:13]([C:15]1[CH:20]=[CH:19][C:18](B(O)O)=[CH:17][CH:16]=1)=O.[C:24](=[O:27])([O-])[O-].[Na+].[Na+]. Given the product [CH3:5][N:6]1[C:13]([C:15]2[CH:20]=[CH:19][C:18]([CH:24]=[O:27])=[CH:17][CH:16]=2)=[C:3]([C:9]2[N:10]=[C:11]([CH3:12])[N:7]3[C:8]=2[C:3]([NH:2][CH3:1])=[N:4][CH:5]=[N:6]3)[CH:8]=[N:7]1, predict the reactants needed to synthesize it. (4) Given the product [OH:2][CH2:1][C:3]1[N:8]=[C:7]([NH:9][C:10](=[O:16])[O:11][C:12]([CH3:14])([CH3:13])[CH3:15])[CH:6]=[CH:5][CH:4]=1, predict the reactants needed to synthesize it. The reactants are: [CH:1]([C:3]1[N:8]=[C:7]([NH:9][C:10](=[O:16])[O:11][C:12]([CH3:15])([CH3:14])[CH3:13])[CH:6]=[CH:5][CH:4]=1)=[O:2].[BH4-].[Na+]. (5) Given the product [CH2:1]([CH:11]([CH2:15][CH2:16][CH2:17][CH2:18][CH2:19][CH2:20][CH2:21][CH2:22][CH2:23][CH:24]=[CH2:25])[C:12]([O:14][CH3:26])=[O:13])[CH2:2][CH2:3][CH2:4][CH2:5][CH2:6][CH2:7][CH2:8][CH:9]=[CH2:10], predict the reactants needed to synthesize it. The reactants are: [CH2:1]([CH:11]([CH2:15][CH2:16][CH2:17][CH2:18][CH2:19][CH2:20][CH2:21][CH2:22][CH2:23][CH:24]=[CH2:25])[C:12]([OH:14])=[O:13])[CH2:2][CH2:3][CH2:4][CH2:5][CH2:6][CH2:7][CH2:8][CH:9]=[CH2:10].[C:26]([O-])([O-])=O.[K+].[K+].CI.Cl.